This data is from Forward reaction prediction with 1.9M reactions from USPTO patents (1976-2016). The task is: Predict the product of the given reaction. (1) The product is: [Cl:26][C:25]1[C:16]([CH2:14][OH:13])=[CH:17][C:18]2[C:23]([CH:24]=1)=[CH:22][CH:21]=[CH:20][C:19]=2[CH2:27][N:28]([CH3:29])[CH3:30]. Given the reactants [H-].C([Al+]CC(C)C)C(C)C.C([O:13][C:14]([C:16]1[C:25]([Cl:26])=[CH:24][C:23]2[C:18](=[C:19]([CH2:27][N:28]([CH3:30])[CH3:29])[CH:20]=[CH:21][CH:22]=2)[CH:17]=1)=O)C.O, predict the reaction product. (2) Given the reactants [Br:1][C:2]1[NH:3][C:4]2[C:9]([C:10]=1[CH:11]1[CH2:16][CH2:15][CH2:14][CH2:13][CH2:12]1)=[CH:8][CH:7]=[C:6]([C:17]([O:19][CH3:20])=[O:18])[CH:5]=2.N1C2C(=CC=C(C(OC)=O)C=2)C=C1.C([O-])([O-])=O.[K+].[K+].[C:40]([O:44][C:45]([N:47]([C:54]([O:56][C:57]([CH3:60])([CH3:59])[CH3:58])=[O:55])[C:48](=[CH2:53])[C:49]([O:51][CH3:52])=[O:50])=[O:46])([CH3:43])([CH3:42])[CH3:41], predict the reaction product. The product is: [C:40]([O:44][C:45]([N:47]([C:54]([O:56][C:57]([CH3:58])([CH3:60])[CH3:59])=[O:55])[CH:48]([C:49]([O:51][CH3:52])=[O:50])[CH2:53][N:3]1[C:4]2[C:9](=[CH:8][CH:7]=[C:6]([C:17]([O:19][CH3:20])=[O:18])[CH:5]=2)[C:10]([CH:11]2[CH2:16][CH2:15][CH2:14][CH2:13][CH2:12]2)=[C:2]1[Br:1])=[O:46])([CH3:43])([CH3:41])[CH3:42]. (3) The product is: [OH:35][CH2:34][C@@H:33]([N:26]1[C:27]2[N:28]=[CH:29][N:30]=[CH:31][C:32]=2[C:24]([C:22]([C:18]2[CH:17]=[C:16]([NH:15][C:10](=[O:12])[CH2:9][C:6]3[CH:5]=[CH:4][C:3]([C:2]([F:1])([F:14])[F:13])=[CH:8][CH:7]=3)[CH:21]=[N:20][CH:19]=2)=[O:23])=[CH:25]1)[CH3:43]. Given the reactants [F:1][C:2]([F:14])([F:13])[C:3]1[CH:8]=[CH:7][C:6]([CH2:9][C:10]([OH:12])=O)=[CH:5][CH:4]=1.[NH2:15][C:16]1[CH:17]=[C:18]([C:22]([C:24]2[C:32]3[CH:31]=[N:30][CH:29]=[N:28][C:27]=3[N:26]([C@@H:33]([CH3:43])[CH2:34][O:35][Si](C(C)(C)C)(C)C)[CH:25]=2)=[O:23])[CH:19]=[N:20][CH:21]=1.CCCP(O)(O)=O.C(N(CC)CC)C.C(=O)(O)[O-].[Na+], predict the reaction product. (4) Given the reactants Cl[SiH](C1C=CC=CC=1)C1C=CC=CC=1.[CH2:15]([N:22]1[CH2:36][CH:25]2[C:26]3[CH:27]=[C:28]([O:34][CH3:35])[CH:29]=[CH:30][C:31]=3[CH:32](O)[CH:24]2[CH2:23]1)[C:16]1[CH:21]=[CH:20][CH:19]=[CH:18][CH:17]=1, predict the reaction product. The product is: [CH2:15]([N:22]1[CH2:23][CH:24]2[CH2:32][C:31]3[CH:30]=[CH:29][C:28]([O:34][CH3:35])=[CH:27][C:26]=3[CH:25]2[CH2:36]1)[C:16]1[CH:17]=[CH:18][CH:19]=[CH:20][CH:21]=1. (5) Given the reactants [OH-].[Na+].[N+](C1C=CC(C([O:12][C@@H:13]2[CH2:17][C@@H:16]([CH2:18][CH3:19])[C@@H:15]([C:20]([O:22][CH2:23][CH3:24])=[O:21])[CH2:14]2)=O)=CC=1)([O-])=O, predict the reaction product. The product is: [CH2:18]([CH:16]1[CH2:17][CH:13]([OH:12])[CH2:14][CH:15]1[C:20]([O:22][CH2:23][CH3:24])=[O:21])[CH3:19]. (6) Given the reactants [CH3:1][C:2]1[N:3]([CH:18]2[CH2:23][CH2:22][O:21][CH2:20][CH2:19]2)[C:4]2[C:9]([N:10]=1)=[C:8]([C:11]1[CH:16]=[CH:15][N:14]=[CH:13][CH:12]=1)[N:7]=[C:6]([NH2:17])[N:5]=2.C(=O)([O-])[O-].[Cs+].[Cs+].C1C=CC(P(C2C(C3C(P(C4C=CC=CC=4)C4C=CC=CC=4)=CC=C4C=3C=CC=C4)=C3C(C=CC=C3)=CC=2)C2C=CC=CC=2)=CC=1.Br[C:77]1[CH:82]=[C:81]([Cl:83])[CH:80]=[CH:79][C:78]=1[N+:84]([O-:86])=[O:85], predict the reaction product. The product is: [Cl:83][C:81]1[CH:80]=[CH:79][C:78]([N+:84]([O-:86])=[O:85])=[C:77]([NH:17][C:6]2[N:5]=[C:4]3[C:9]([N:10]=[C:2]([CH3:1])[N:3]3[CH:18]3[CH2:23][CH2:22][O:21][CH2:20][CH2:19]3)=[C:8]([C:11]3[CH:16]=[CH:15][N:14]=[CH:13][CH:12]=3)[N:7]=2)[CH:82]=1.